From a dataset of Reaction yield outcomes from USPTO patents with 853,638 reactions. Predict the reaction yield, written as a fraction of the theoretical maximum amount of product (1.0 means a 100% yield; for example, 0.34 means a 34% yield). (1) The reactants are [BH4-].[Li+].[Cl:3][C:4]1[CH:5]=[CH:6][C:7]([C:27](OC)=[O:28])=[C:8]2[C:12]=1[N:11]=[C:10]1[N:13]([C:17]3[C:18]([CH3:26])=[N:19][C:20]([N:23]([CH3:25])[CH3:24])=[CH:21][CH:22]=3)[CH2:14][CH2:15][CH2:16][N:9]21. The catalyst is O1CCCC1. The product is [Cl:3][C:4]1[C:12]2[N:11]=[C:10]3[N:13]([C:17]4[C:18]([CH3:26])=[N:19][C:20]([N:23]([CH3:25])[CH3:24])=[CH:21][CH:22]=4)[CH2:14][CH2:15][CH2:16][N:9]3[C:8]=2[C:7]([CH2:27][OH:28])=[CH:6][CH:5]=1. The yield is 1.00. (2) The catalyst is O1CCCC1.C(OCC)(=O)C. The reactants are [Cl:1][C:2]1[CH:7]=[CH:6][C:5]([CH2:8][CH3:9])=[C:4](I)[CH:3]=1.C([Mg]Cl)(C)C.[B:16](OC)([O:19]C)[O:17]C.Cl.[Cl-].[Na+]. The yield is 0.520. The product is [Cl:1][C:2]1[CH:7]=[CH:6][C:5]([CH2:8][CH3:9])=[C:4]([B:16]([OH:19])[OH:17])[CH:3]=1. (3) The reactants are [Br:1][C:2]1[CH:3]=[C:4]2[C:9](=[CH:10][CH:11]=1)[N:8]=[CH:7][C:6]([C:12]([CH:14]1[CH2:16][CH2:15]1)=[O:13])=[C:5]2Cl.[NH2:18][C:19]1[CH:20]=[CH:21][C:22]([N:25]2[CH2:30][CH2:29][CH2:28][C@@H:27]([NH:31][C:32](=[O:38])[O:33][C:34]([CH3:37])([CH3:36])[CH3:35])[CH2:26]2)=[N:23][CH:24]=1. No catalyst specified. The product is [Br:1][C:2]1[CH:3]=[C:4]2[C:9](=[CH:10][CH:11]=1)[N:8]=[CH:7][C:6]([C:12]([CH:14]1[CH2:16][CH2:15]1)=[O:13])=[C:5]2[NH:18][C:19]1[CH:20]=[CH:21][C:22]([N:25]2[CH2:30][CH2:29][CH2:28][C@@H:27]([NH:31][C:32](=[O:38])[O:33][C:34]([CH3:36])([CH3:35])[CH3:37])[CH2:26]2)=[N:23][CH:24]=1. The yield is 0.910. (4) The reactants are Br[CH2:2][CH2:3][OH:4].[O:5]1[C:10]2[CH:11]=[CH:12][C:13]([CH2:15][N:16]([CH3:23])[CH:17]3[CH2:22][CH2:21][NH:20][CH2:19][CH2:18]3)=[CH:14][C:9]=2[O:8][CH2:7][CH2:6]1.C(=O)([O-])[O-].[K+].[K+]. The catalyst is CN(C)C=O. The product is [O:5]1[C:10]2[CH:11]=[CH:12][C:13]([CH2:15][N:16]([CH3:23])[C:17]3([CH2:2][CH2:3][OH:4])[CH2:18][CH2:19][NH:20][CH2:21][CH2:22]3)=[CH:14][C:9]=2[O:8][CH2:7][CH2:6]1. The yield is 0.930. (5) The reactants are [CH3:1][O:2][C:3]([C:5]#[C:6][C:7]([O:9][CH3:10])=[O:8])=[O:4].O/[C:12](=[CH:17]\[C:18](=[O:28])[CH2:19][CH2:20][CH2:21][CH2:22][CH2:23][CH2:24][CH2:25][CH2:26][CH3:27])/[C:13]([O:15][CH3:16])=[O:14].C1C=CC(P(C2C=CC=CC=2)C2C=CC=CC=2)=CC=1. The catalyst is C(Cl)Cl.C1(C)C=CC=CC=1. The product is [CH3:1][O:2][C:3](/[C:5](/[C:12](/[C:13]([O:15][CH3:16])=[O:14])=[CH:17]/[C:18](=[O:28])[CH2:19][CH2:20][CH2:21][CH2:22][CH2:23][CH2:24][CH2:25][CH2:26][CH3:27])=[CH:6]\[C:7]([O:9][CH3:10])=[O:8])=[O:4]. The yield is 0.640. (6) The reactants are [NH2:1][C:2]1[CH2:7][CH2:6][CH2:5][C:4](=[O:8])[CH:3]=1.C(O[CH:12]=[C:13]([C:19]([O:21][CH2:22][CH3:23])=[O:20])[C:14]([O:16][CH2:17][CH3:18])=[O:15])C. No catalyst specified. The product is [CH2:17]([O:16][C:14](=[O:15])[C:13](=[CH:12][NH:1][C:2]1[CH2:7][CH2:6][CH2:5][C:4](=[O:8])[CH:3]=1)[C:19]([O:21][CH2:22][CH3:23])=[O:20])[CH3:18]. The yield is 0.900. (7) The reactants are [CH2:1]([Mg]Br)[CH3:2].[CH3:5][C:6]([CH3:11])([CH3:10])[CH2:7][CH:8]=[O:9].[Cl-].[NH4+]. The catalyst is C(OCC)C. The product is [CH3:5][C:6]([CH3:11])([CH3:10])[CH2:7][CH:8]([OH:9])[CH2:1][CH3:2]. The yield is 0.130. (8) The reactants are [P:1]([O:8][CH2:9][CH3:10])([O:5][CH2:6][CH3:7])[O:2]CC.Cl[CH2:12]/[CH:13]=[C:14](\[CH3:21])/[CH2:15][CH2:16][CH:17]=[C:18]([CH3:20])[CH3:19]. No catalyst specified. The product is [CH3:21]/[C:14](/[CH2:15][CH2:16][CH:17]=[C:18]([CH3:20])[CH3:19])=[CH:13]\[CH2:12][P:1](=[O:2])([O:5][CH2:6][CH3:7])[O:8][CH2:9][CH3:10]. The yield is 0.921. (9) The reactants are [CH3:1][O:2][C:3]1[CH:4]=[C:5]2[C:10](=[CH:11][C:12]=1[O:13][CH3:14])[N:9]=[CH:8][CH:7]=[C:6]2[O:15][C:16]1[CH:21]=[CH:20][C:19]([NH:22][C:23](=O)[CH2:24][O:25][C:26]2[CH:31]=[CH:30][CH:29]=[CH:28][C:27]=2[OH:32])=[CH:18][CH:17]=1.Cl.[OH-].[Na+]. The catalyst is O1CCCC1. The product is [CH3:1][O:2][C:3]1[CH:4]=[C:5]2[C:10](=[CH:11][C:12]=1[O:13][CH3:14])[N:9]=[CH:8][CH:7]=[C:6]2[O:15][C:16]1[CH:17]=[CH:18][C:19]([NH:22][CH2:23][CH2:24][O:25][C:26]2[CH:31]=[CH:30][CH:29]=[CH:28][C:27]=2[OH:32])=[CH:20][CH:21]=1. The yield is 0.800.